Dataset: Catalyst prediction with 721,799 reactions and 888 catalyst types from USPTO. Task: Predict which catalyst facilitates the given reaction. (1) The catalyst class is: 6. Product: [NH:22]([CH2:21][CH2:20][CH2:19][C@H:11]([NH:10][C:8]([C:7]1[C:2](=[O:1])[N:3]([CH2:44][C:45]2[CH:54]=[CH:53][C:52]3[C:47](=[CH:48][CH:49]=[CH:50][CH:51]=3)[N:46]=2)[CH:4]=[CH:5][CH:6]=1)=[O:9])[C:12]([OH:14])=[O:13])[C:23]([NH2:25])=[NH:24].[C:55]([OH:61])([C:57]([F:60])([F:59])[F:58])=[O:56]. Reactant: [O:1]=[C:2]1[C:7]([C:8]([NH:10][C@@H:11]([CH2:19][CH2:20][CH2:21][NH:22][C:23]([NH:25]S(C2C(C)=C3C(=C(C)C=2C)OC(C)(C)CC3)(=O)=O)=[NH:24])[C:12]([O:14]C(C)(C)C)=[O:13])=[O:9])=[CH:6][CH:5]=[CH:4][N:3]1[CH2:44][C:45]1[CH:54]=[CH:53][C:52]2[C:47](=[CH:48][CH:49]=[CH:50][CH:51]=2)[N:46]=1.[C:55]([OH:61])([C:57]([F:60])([F:59])[F:58])=[O:56].C([SiH](CC)CC)C. (2) Reactant: [NH2:1][C:2]1[C:11]2[N:10]=[CH:9][C:8]([CH2:12][CH2:13][C:14]3[CH:24]=[CH:23][C:17]([C:18](OCC)=[O:19])=[CH:16][C:15]=3[CH3:25])=[CH:7][C:6]=2[C:5]2[CH:26]=[CH:27][C:28]([CH3:30])=[CH:29][C:4]=2[N:3]=1.CC(C[AlH]CC(C)C)C.C1(C)C=CC=CC=1.[C@H](O)(C([O-])=O)[C@@H](O)C([O-])=O.[Na+].[K+]. Product: [NH2:1][C:2]1[C:11]2[N:10]=[CH:9][C:8]([CH2:12][CH2:13][C:14]3[CH:24]=[CH:23][C:17]([CH2:18][OH:19])=[CH:16][C:15]=3[CH3:25])=[CH:7][C:6]=2[C:5]2[CH:26]=[CH:27][C:28]([CH3:30])=[CH:29][C:4]=2[N:3]=1. The catalyst class is: 1. (3) Reactant: Br[C:2]1[C:3]([C:20]#[N:21])=[N:4][C:5]([C:8]([N:10]2[CH2:16][CH2:15][CH2:14][N:13]([CH:17]3[CH2:19][CH2:18]3)[CH2:12][CH2:11]2)=[O:9])=[CH:6][CH:7]=1.[OH:22][CH:23]1[CH2:27][CH2:26][O:25][CH2:24]1.C([O-])([O-])=O.[Cs+].[Cs+]. Product: [CH:17]1([N:13]2[CH2:14][CH2:15][CH2:16][N:10]([C:8]([C:5]3[N:4]=[C:3]([C:20]#[N:21])[C:2]([O:22][CH:23]4[CH2:27][CH2:26][O:25][CH2:24]4)=[CH:7][CH:6]=3)=[O:9])[CH2:11][CH2:12]2)[CH2:19][CH2:18]1. The catalyst class is: 58. (4) Reactant: C(OC([N:8]1[CH2:13][CH2:12][N:11]([C:14]2[CH:19]=[C:18]([O:20][CH3:21])[C:17]([N:22]3[CH2:27][CH2:26][CH2:25][CH2:24][CH2:23]3)=[CH:16][C:15]=2[CH:28]2[CH2:33][C:32]([CH3:35])([CH3:34])[CH2:31][C:30]([CH3:37])([CH3:36])[CH2:29]2)[CH2:10][CH2:9]1)=O)(C)(C)C.FC(F)(F)C(O)=O.ClCCl.C(=O)([O-])O.[Na+]. Product: [CH3:21][O:20][C:18]1[C:17]([N:22]2[CH2:23][CH2:24][CH2:25][CH2:26][CH2:27]2)=[CH:16][C:15]([CH:28]2[CH2:29][C:30]([CH3:36])([CH3:37])[CH2:31][C:32]([CH3:35])([CH3:34])[CH2:33]2)=[C:14]([N:11]2[CH2:10][CH2:9][NH:8][CH2:13][CH2:12]2)[CH:19]=1. The catalyst class is: 13. (5) Reactant: [CH3:1][O:2][C:3](=[O:12])[C:4]1[CH:9]=[CH:8][CH:7]=[C:6]([CH2:10]Br)[CH:5]=1.[N-:13]=[N+:14]=[N-:15].[Na+]. Product: [CH3:1][O:2][C:3](=[O:12])[C:4]1[CH:9]=[CH:8][CH:7]=[C:6]([CH2:10][N:13]=[N+:14]=[N-:15])[CH:5]=1. The catalyst class is: 39. (6) The catalyst class is: 7. Product: [N:10]([C:13]1[CH:14]=[CH:15][C:16]([C:17]([NH:1][CH:2]2[CH2:9][CH2:8][CH2:7][CH:6]=[CH:5][CH2:4][CH2:3]2)=[O:18])=[CH:20][CH:21]=1)=[N+:11]=[N-:12]. Reactant: [NH2:1][CH:2]1[CH2:9][CH2:8][CH2:7][CH:6]=[CH:5][CH2:4][CH2:3]1.[N:10]([C:13]1[CH:21]=[CH:20][C:16]([C:17](O)=[O:18])=[CH:15][CH:14]=1)=[N+:11]=[N-:12].S(Cl)(Cl)=O.C(N(CC)CC)C. (7) Reactant: C([O:5][C:6](=[O:45])[CH:7]([O:27][C:28](=[O:44])[C@H:29]([CH:41]([CH3:43])[CH3:42])[NH:30][C:31]([O:33][CH2:34][C:35]1[CH:40]=[CH:39][CH:38]=[CH:37][CH:36]=1)=[O:32])[CH2:8][O:9][C:10](=[O:26])[C@H:11]([CH:23]([CH3:25])[CH3:24])[NH:12][C:13]([O:15][CH2:16][C:17]1[CH:22]=[CH:21][CH:20]=[CH:19][CH:18]=1)=[O:14])(C)(C)C.FC(F)(F)C(O)=O. Product: [C:31]([NH:30][C@H:29]([C:28]([O:27][CH:7]([CH2:8][O:9][C:10](=[O:26])[C@H:11]([CH:23]([CH3:25])[CH3:24])[NH:12][C:13]([O:15][CH2:16][C:17]1[CH:22]=[CH:21][CH:20]=[CH:19][CH:18]=1)=[O:14])[C:6]([OH:45])=[O:5])=[O:44])[CH:41]([CH3:42])[CH3:43])([O:33][CH2:34][C:35]1[CH:36]=[CH:37][CH:38]=[CH:39][CH:40]=1)=[O:32]. The catalyst class is: 4. (8) Reactant: [C:1]([C:4]([C@@H:17]1[CH2:21][CH2:20][NH:19][CH2:18]1)([C:11]1[CH:16]=[CH:15][CH:14]=[CH:13][CH:12]=1)[C:5]1[CH:10]=[CH:9][CH:8]=[CH:7][CH:6]=1)(=[O:3])[NH2:2].C(O[BH-](OC(=O)C)OC(=O)C)(=O)C.[Na+].C(O)(=O)C.[CH:40](=O)[CH2:41][CH2:42][CH2:43][C:44]#[CH:45]. Product: [C:1]([C:4]([C@@H:17]1[CH2:21][CH2:20][N:19]([CH2:45][CH2:44][CH2:43][CH2:42][C:41]#[CH:40])[CH2:18]1)([C:11]1[CH:12]=[CH:13][CH:14]=[CH:15][CH:16]=1)[C:5]1[CH:10]=[CH:9][CH:8]=[CH:7][CH:6]=1)(=[O:3])[NH2:2]. The catalyst class is: 4.